Dataset: Full USPTO retrosynthesis dataset with 1.9M reactions from patents (1976-2016). Task: Predict the reactants needed to synthesize the given product. (1) Given the product [C:8]12([OH:7])[CH2:9][CH:10]3[CH2:11][CH:15]([CH2:14][CH:13]([CH2:22]3)[CH2:20]1)[CH2:16]2, predict the reactants needed to synthesize it. The reactants are: [Mg].C([O:7][CH2:8][CH2:9][CH2:10][CH2:11]Br)(=O)C(C)=C.[CH:13]12[CH2:22]C3CC(C[CH:15]([CH2:16]3)[C:14]1=O)[CH2:20]2. (2) Given the product [CH3:4][C:2]([O:5][C:6]([NH:8][C:9]1[CH:14]=[CH:13][C:12]([C:15]2[S:16][CH:17]=[CH:18][CH:19]=2)=[CH:11][C:10]=1[NH:20][C:21]([C:23]1[CH:24]=[CH:25][C:26]([C:27]([OH:29])=[O:28])=[CH:31][CH:32]=1)=[O:22])=[O:7])([CH3:1])[CH3:3], predict the reactants needed to synthesize it. The reactants are: [CH3:1][C:2]([O:5][C:6]([NH:8][C:9]1[CH:14]=[CH:13][C:12]([C:15]2[S:16][CH:17]=[CH:18][CH:19]=2)=[CH:11][C:10]=1[NH:20][C:21]([C:23]1[CH:32]=[CH:31][C:26]([C:27]([O:29]C)=[O:28])=[CH:25][CH:24]=1)=[O:22])=[O:7])([CH3:4])[CH3:3].O.CO.[Li+].[OH-]. (3) Given the product [C:35]([O:30][CH2:29][C:6]1([CH2:5][C:4]2[CH:31]=[CH:32][C:33]([F:34])=[C:2]([F:1])[CH:3]=2)[CH2:11][CH2:10][CH2:9][N:8]2[C:12]([C:15]3[CH:20]=[CH:19][C:18]([C:21]4[O:25][C:24]([CH3:26])=[N:23][CH:22]=4)=[C:17]([O:27][CH3:28])[CH:16]=3)=[N:13][N:14]=[C:7]12)(=[O:37])[CH3:36], predict the reactants needed to synthesize it. The reactants are: [F:1][C:2]1[CH:3]=[C:4]([CH:31]=[CH:32][C:33]=1[F:34])[CH2:5][C:6]1([CH2:29][OH:30])[CH2:11][CH2:10][CH2:9][N:8]2[C:12]([C:15]3[CH:20]=[CH:19][C:18]([C:21]4[O:25][C:24]([CH3:26])=[N:23][CH:22]=4)=[C:17]([O:27][CH3:28])[CH:16]=3)=[N:13][N:14]=[C:7]12.[C:35](OC(=O)C)(=[O:37])[CH3:36].C(N(CC)CC)C.C1COCC1. (4) The reactants are: C(OC([N:8]1[CH2:13][CH2:12][CH:11]([NH:14][C:15]2[N:20]=[C:19]([C:21]([F:24])([F:23])[F:22])[C:18]([C:25](=[O:38])[NH:26][C:27]3[CH:32]=[CH:31][C:30]([O:33][C:34]([F:37])([F:36])[F:35])=[CH:29][CH:28]=3)=[CH:17][N:16]=2)[CH2:10][CH2:9]1)=O)(C)(C)C.[ClH:39]. Given the product [ClH:39].[ClH:39].[F:37][C:34]([F:35])([F:36])[O:33][C:30]1[CH:31]=[CH:32][C:27]([NH:26][C:25]([C:18]2[C:19]([C:21]([F:22])([F:23])[F:24])=[N:20][C:15]([NH:14][CH:11]3[CH2:12][CH2:13][NH:8][CH2:9][CH2:10]3)=[N:16][CH:17]=2)=[O:38])=[CH:28][CH:29]=1, predict the reactants needed to synthesize it. (5) Given the product [CH3:1][C:2]1[CH:7]=[CH:6][C:5]([S:8]([O:11][CH2:12][CH:13]2[O:18][C:17]3=[C:19]4[C:20](=[CH:21][CH:22]=[C:16]3[O:15][CH2:14]2)[N:23]=[C:28]([CH2:29][CH3:30])[C:27]([CH2:26][CH3:25])=[N:24]4)(=[O:10])=[O:9])=[CH:4][CH:3]=1, predict the reactants needed to synthesize it. The reactants are: [CH3:1][C:2]1[CH:7]=[CH:6][C:5]([S:8]([O:11][CH2:12][C@@H:13]2[O:18][C:17]3[C:19]([NH2:24])=[C:20]([NH2:23])[CH:21]=[CH:22][C:16]=3[O:15][CH2:14]2)(=[O:10])=[O:9])=[CH:4][CH:3]=1.[CH3:25][CH2:26][C:27](=O)[C:28](=O)[CH2:29][CH3:30]. (6) The reactants are: [Br:1][C:2]1[C:11]([O:12][CH3:13])=[CH:10][CH:9]=[C:8]2[C:3]=1[CH:4]=[CH:5][C:6]([S:14]([CH3:17])(=O)=O)=[N:7]2.O. Given the product [Br:1][C:2]1[C:11]([O:12][CH3:13])=[CH:10][CH:9]=[C:8]2[C:3]=1[CH:4]=[CH:5][C:6]([S:14][CH3:17])=[N:7]2, predict the reactants needed to synthesize it. (7) The reactants are: [C:1]1(=O)[CH2:6][CH2:5][CH2:4][CH2:3][CH2:2]1.[C:8]1([CH:14]([C:16]2[CH:21]=[CH:20][CH:19]=[CH:18][CH:17]=2)[NH2:15])[CH:13]=[CH:12][CH:11]=[CH:10][CH:9]=1.[BH-](OC(C)=O)(OC(C)=O)OC(C)=O.[Na+].C([O-])(O)=O.[Na+]. Given the product [CH:14]([NH:15][CH:1]1[CH2:6][CH2:5][CH2:4][CH2:3][CH2:2]1)([C:8]1[CH:9]=[CH:10][CH:11]=[CH:12][CH:13]=1)[C:16]1[CH:17]=[CH:18][CH:19]=[CH:20][CH:21]=1, predict the reactants needed to synthesize it.